From a dataset of Full USPTO retrosynthesis dataset with 1.9M reactions from patents (1976-2016). Predict the reactants needed to synthesize the given product. Given the product [ClH:28].[CH2:26]([C:18]1[C:17]2[C:22](=[CH:23][CH:24]=[CH:25][C:16]=2[NH:15][CH:12]2[CH2:13][CH2:14][CH:9]([NH2:8])[CH2:10][CH2:11]2)[CH:21]=[N:20][CH:19]=1)[CH3:27], predict the reactants needed to synthesize it. The reactants are: C(OC([NH:8][CH:9]1[CH2:14][CH2:13][CH:12]([NH:15][C:16]2[CH:25]=[CH:24][CH:23]=[C:22]3[C:17]=2[C:18]([CH2:26][CH3:27])=[CH:19][N:20]=[CH:21]3)[CH2:11][CH2:10]1)=O)(C)(C)C.[ClH:28].CO.